From a dataset of Peptide-MHC class II binding affinity with 134,281 pairs from IEDB. Regression. Given a peptide amino acid sequence and an MHC pseudo amino acid sequence, predict their binding affinity value. This is MHC class II binding data. (1) The peptide sequence is TLSVTFIGAAPLILSY. The MHC is DRB1_0701 with pseudo-sequence DRB1_0701. The binding affinity (normalized) is 0.945. (2) The peptide sequence is KGSPEFDWILGWTIK. The MHC is DRB1_0404 with pseudo-sequence DRB1_0404. The binding affinity (normalized) is 0.353.